Task: Predict the reactants needed to synthesize the given product.. Dataset: Full USPTO retrosynthesis dataset with 1.9M reactions from patents (1976-2016) (1) Given the product [OH:8][C:9]1[CH:14]=[CH:13][C:12]([C:15]([N:17]2[CH2:18][CH2:19][CH2:20][CH2:21][CH2:22]2)=[O:16])=[CH:11][CH:10]=1, predict the reactants needed to synthesize it. The reactants are: C([O:8][C:9]1[CH:14]=[CH:13][C:12]([C:15]([N:17]2[CH2:22][CH2:21][CH2:20][CH2:19][CH2:18]2)=[O:16])=[CH:11][CH:10]=1)C1C=CC=CC=1. (2) Given the product [O:5]1[CH2:6][CH2:7][CH:2]([O:1][S:16]([CH3:15])(=[O:18])=[O:17])[CH2:3][CH2:4]1, predict the reactants needed to synthesize it. The reactants are: [OH:1][CH:2]1[CH2:7][CH2:6][O:5][CH2:4][CH2:3]1.C(N(CC)CC)C.[CH3:15][S:16](Cl)(=[O:18])=[O:17].O. (3) Given the product [ClH:29].[CH2:2]([O:3][C:4]([N:6]1[C:21]([NH2:22])=[C:9]2[CH2:10][NH:11][CH2:12][CH2:13][C:8]2=[N:7]1)=[O:5])[CH3:1], predict the reactants needed to synthesize it. The reactants are: [CH3:1][CH2:2][O:3][C:4]([N:6]1[C:21]([NH2:22])=[C:9]2[CH2:10][N:11](C(OC(C)(C)C)=O)[CH2:12][CH2:13][C:8]2=[N:7]1)=[O:5].O1CCOCC1.[Cl:29]CCl. (4) The reactants are: C([O:5][C:6](=[O:20])[CH2:7][O:8][C:9]1[CH:18]=[CH:17][C:16]2[C:11](=[CH:12][CH:13]=[CH:14][CH:15]=2)[C:10]=1Br)(C)(C)C.[OH:21][C:22]1[CH:23]=[C:24]([C:28]#[CH:29])[CH:25]=[CH:26][CH:27]=1.C1(P(C2C=CC=CC=2)C2C=CC=CC=2)C=CC=CC=1.N1CCCCC1.Cl. Given the product [OH:21][C:22]1[CH:23]=[C:24]([C:28]#[C:29][C:10]2[C:11]3[C:16](=[CH:15][CH:14]=[CH:13][CH:12]=3)[CH:17]=[CH:18][C:9]=2[O:8][CH2:7][C:6]([OH:5])=[O:20])[CH:25]=[CH:26][CH:27]=1, predict the reactants needed to synthesize it. (5) Given the product [F:32][C:29]([F:31])([F:30])[C:27]1[CH:26]=[C:5]([CH:4]=[C:3]([C:2]([F:1])([F:33])[F:34])[CH:28]=1)[C:6]([N:8]1[CH2:9][CH2:10][C:11]2([N:15]([C:16]3[CH:21]=[CH:20][CH:19]=[CH:18][C:17]=3[Cl:22])[CH2:14][N:13]([C:38]3[CH:39]=[CH:40][N:35]=[CH:36][CH:37]=3)[C:12]2=[O:23])[CH2:24][CH2:25]1)=[O:7], predict the reactants needed to synthesize it. The reactants are: [F:1][C:2]([F:34])([F:33])[C:3]1[CH:4]=[C:5]([CH:26]=[C:27]([C:29]([F:32])([F:31])[F:30])[CH:28]=1)[C:6]([N:8]1[CH2:25][CH2:24][C:11]2([N:15]([C:16]3[CH:21]=[CH:20][CH:19]=[CH:18][C:17]=3[Cl:22])[CH2:14][NH:13][C:12]2=[O:23])[CH2:10][CH2:9]1)=[O:7].[N:35]1[CH:40]=[CH:39][C:38](B(O)O)=[CH:37][CH:36]=1. (6) Given the product [Cl:16][C:17]1[C:18]([CH3:2])=[C:19]([CH:23]=[CH:24][C:25]=1[F:26])[C:20]([OH:22])=[O:21], predict the reactants needed to synthesize it. The reactants are: [Li][CH2:2]CCC.CC1(C)CCCC(C)(C)N1.[Cl:16][C:17]1[CH:18]=[C:19]([CH:23]=[CH:24][C:25]=1[F:26])[C:20]([OH:22])=[O:21].IC. (7) Given the product [CH3:12][O:13][C:14](=[O:22])[C:15]1[CH:20]=[CH:19][CH:18]=[C:17]([N:1]2[CH2:6][CH2:5][O:4][CH2:3][CH2:2]2)[CH:16]=1, predict the reactants needed to synthesize it. The reactants are: [NH:1]1[CH2:6][CH2:5][O:4][CH2:3][CH2:2]1.N1CCCC1.[CH3:12][O:13][C:14](=[O:22])[C:15]1[CH:20]=[CH:19][CH:18]=[C:17](Br)[CH:16]=1.COC(=O)C1C=CC(Br)=CC=1.